Dataset: Full USPTO retrosynthesis dataset with 1.9M reactions from patents (1976-2016). Task: Predict the reactants needed to synthesize the given product. (1) Given the product [CH3:6][NH:7][C:8]([C:10]1[CH:19]=[CH:18][C:17]2[C:12](=[C:13]([C:21]3[S:22][C:23]([C:26]([NH2:27])=[O:29])=[CH:24][CH:25]=3)[CH:14]=[N:15][CH:16]=2)[N:11]=1)=[O:9], predict the reactants needed to synthesize it. The reactants are: O1C=CC=C1[CH2:6][NH:7][C:8]([C:10]1[CH:19]=[CH:18][C:17]2[C:12](=[C:13]([C:21]3[S:22][CH:23]=[CH:24][CH:25]=3)[CH:14]=[N:15][C:16]=2Cl)[N:11]=1)=[O:9].[CH3:26][NH2:27].C[OH:29]. (2) The reactants are: [Mg].[F:2][C:3]1[CH:8]=[C:7]([F:9])[C:6]([F:10])=[CH:5][C:4]=1Br.[C:12]([N:19]1[C:27]2[C:22](=[CH:23][CH:24]=[CH:25][CH:26]=2)[CH:21]=[C:20]1C=O)([O:14][C:15]([CH3:18])([CH3:17])[CH3:16])=[O:13].C(O)(=O)C[C:32](CC(O)=O)(C(O)=O)[OH:33]. Given the product [C:15]([O:14][C:12]([N:19]1[C:27]2[C:22](=[CH:23][CH:24]=[CH:25][CH:26]=2)[C:21]([CH:32]([OH:33])[C:4]2[CH:5]=[C:6]([F:10])[C:7]([F:9])=[CH:8][C:3]=2[F:2])=[CH:20]1)=[O:13])([CH3:16])([CH3:17])[CH3:18], predict the reactants needed to synthesize it. (3) Given the product [CH2:8]([N:7]([C@H:15]1[CH2:16][CH2:17][C@@H:18]([C:21](=[O:23])[NH2:26])[CH2:19][CH2:20]1)[C:6](=[O:25])[O:5][C:9]([CH3:14])([CH3:10])[CH3:8])[C:9]1[CH:14]=[CH:13][CH:12]=[CH:11][CH:10]=1, predict the reactants needed to synthesize it. The reactants are: C([O:5][C:6](=[O:25])[N:7]([C@H:15]1[CH2:20][CH2:19][C@@H:18]([C:21]([O:23]C)=O)[CH2:17][CH2:16]1)[CH2:8][C:9]1[CH:14]=[CH:13][CH:12]=[CH:11][CH:10]=1)CCC.[NH3:26]. (4) Given the product [F:15][C:14]([F:17])([F:16])[C:9]1[CH:10]=[CH:11][CH:12]=[C:13]2[C:8]=1[CH2:7][CH2:6][NH:5][C:4]2=[O:3], predict the reactants needed to synthesize it. The reactants are: C([O:3][C:4](=O)[NH:5][CH2:6][CH2:7][C:8]1[CH:13]=[CH:12][CH:11]=[CH:10][C:9]=1[C:14]([F:17])([F:16])[F:15])C.O=P12OP3(OP(OP(O3)(O1)=O)(=O)O2)=O. (5) Given the product [F:33][C:2]([F:1])([F:32])[C:3]1[CH:8]=[CH:7][N:6]=[C:5]([NH:9][C:10]2[CH:11]=[C:12]([C:16]3[S:20][C:19]([N:21]4[CH2:26][CH2:25][CH:24]([C:27]([OH:29])=[O:28])[CH2:23][CH2:22]4)=[N:18][CH:17]=3)[CH:13]=[CH:14][CH:15]=2)[N:4]=1, predict the reactants needed to synthesize it. The reactants are: [F:1][C:2]([F:33])([F:32])[C:3]1[CH:8]=[CH:7][N:6]=[C:5]([NH:9][C:10]2[CH:11]=[C:12]([C:16]3[S:20][C:19]([N:21]4[CH2:26][CH2:25][CH:24]([C:27]([O:29]CC)=[O:28])[CH2:23][CH2:22]4)=[N:18][CH:17]=3)[CH:13]=[CH:14][CH:15]=2)[N:4]=1.[OH-].[Li+]. (6) Given the product [CH2:20]([NH:27][CH2:18][C:10]1[NH:11][C:12]2=[N:13][CH:14]=[CH:15][CH:16]=[C:17]2[C:9]=1[S:8][C:5]1[CH:6]=[CH:7][C:2]([Cl:1])=[CH:3][CH:4]=1)[C:21]1[CH:26]=[CH:25][CH:24]=[CH:23][CH:22]=1, predict the reactants needed to synthesize it. The reactants are: [Cl:1][C:2]1[CH:7]=[CH:6][C:5]([S:8][C:9]2[C:17]3[C:12](=[N:13][CH:14]=[CH:15][CH:16]=3)[NH:11][C:10]=2[CH:18]=O)=[CH:4][CH:3]=1.[CH2:20]([NH2:27])[C:21]1[CH:26]=[CH:25][CH:24]=[CH:23][CH:22]=1.C(O[BH-](OC(=O)C)OC(=O)C)(=O)C.[Na+]. (7) Given the product [C:24]([NH:27][C:28]1[CH:33]=[CH:32][CH:31]=[CH:30][C:29]=1[C:34]1[C:35]2[NH:40][C:39](=[O:38])[N:1]([CH:2]3[CH2:7][CH2:6][N:5]([CH2:8][C:9]4[CH:14]=[CH:13][CH:12]=[CH:11][CH:10]=4)[CH2:4][CH2:3]3)[C:22]=2[CH:21]=[CH:23][CH:43]=1)(=[O:26])[CH3:25], predict the reactants needed to synthesize it. The reactants are: [NH2:1][CH:2]1[CH2:7][CH2:6][N:5]([CH2:8][C:9]2[CH:14]=[CH:13][CH:12]=[CH:11][CH:10]=2)[CH2:4][CH2:3]1.CCN([CH:21]([CH3:23])[CH3:22])C(C)C.[C:24]([NH:27][C:28]1[CH:33]=[CH:32][CH:31]=[CH:30][C:29]=1[C:34](=O)[CH2:35]Br)(=[O:26])[CH3:25].[O-:38][C:39]#[N:40].[Na+].Cl[CH2:43]Cl. (8) Given the product [Br:27][CH2:26][CH2:25][CH2:24][O:23][CH:10]1[C:9]([C:8]2[CH:7]=[CH:6][C:5]([OH:4])=[CH:29][CH:28]=2)=[CH:18][C:17]2[C:12](=[CH:13][C:14]([OH:19])=[CH:15][CH:16]=2)[O:11]1, predict the reactants needed to synthesize it. The reactants are: C([O:4][C:5]1[CH:29]=[CH:28][C:8]([C:9]2[CH:10]([O:23][CH2:24][CH2:25][CH2:26][Br:27])[O:11][C:12]3[C:17]([CH:18]=2)=[CH:16][CH:15]=[C:14]([O:19]C(=O)C)[CH:13]=3)=[CH:7][CH:6]=1)(=O)C.[OH-].[Na+].CO. (9) Given the product [CH2:1]([O:3][C:4](=[O:24])[CH2:5][CH2:6][CH2:7][O:8][C:9]1[CH:10]=[CH:11][C:12]([C:26]2[CH:31]=[CH:30][CH:29]=[C:28]([O:32][C:33]3[CH:38]=[CH:37][CH:36]=[CH:35][CH:34]=3)[N:27]=2)=[CH:13][CH:14]=1)[CH3:2], predict the reactants needed to synthesize it. The reactants are: [CH2:1]([O:3][C:4](=[O:24])[CH2:5][CH2:6][CH2:7][O:8][C:9]1[CH:14]=[CH:13][C:12](B2OC(C)(C)C(C)(C)O2)=[CH:11][CH:10]=1)[CH3:2].Cl[C:26]1[CH:31]=[CH:30][CH:29]=[C:28]([O:32][C:33]2[CH:38]=[CH:37][CH:36]=[CH:35][CH:34]=2)[N:27]=1.N#N.O. (10) The reactants are: Cl.[Cl:2][CH2:3][C:4]1([C:8]([O:10][CH2:11][CH3:12])=[O:9])[CH2:7][NH:6][CH2:5]1.[C:13](Cl)(=[O:20])[C:14]1[CH:19]=[CH:18][CH:17]=[CH:16][CH:15]=1. Given the product [C:13]([N:6]1[CH2:7][C:4]([CH2:3][Cl:2])([C:8]([O:10][CH2:11][CH3:12])=[O:9])[CH2:5]1)(=[O:20])[C:14]1[CH:19]=[CH:18][CH:17]=[CH:16][CH:15]=1, predict the reactants needed to synthesize it.